From a dataset of Full USPTO retrosynthesis dataset with 1.9M reactions from patents (1976-2016). Predict the reactants needed to synthesize the given product. (1) Given the product [CH2:15]([N:11]([CH2:12][CH3:13])[CH2:10][CH2:9][O:8][C:7]1[CH:6]=[CH:5][C:4]([N:1]=[C:2]=[S:3])=[CH:17][CH:16]=1)[CH3:14], predict the reactants needed to synthesize it. The reactants are: [N:1]([C:4]1[CH:17]=[CH:16][C:7]([O:8][CH2:9][CH2:10][N:11]2[CH2:15][CH2:14][CH2:13][CH2:12]2)=[CH:6][CH:5]=1)=[C:2]=[S:3].C(N(CC)CCOC1C=CC(N)=CC=1)C. (2) Given the product [F:37][C:35]([F:36])([F:38])[C:33]1[CH:32]=[CH:31][C:29]2[NH:30][C:26]([C:23]3[CH:22]=[CH:21][C:20]([N:1]4[CH2:2][CH2:3][CH:4]([O:7][C@@H:8]5[CH2:13][CH2:12][C@H:11]([C:14]([O:16][CH2:17][CH3:18])=[O:15])[CH2:10][CH2:9]5)[CH2:5][CH2:6]4)=[N:25][CH:24]=3)=[N:27][C:28]=2[CH:34]=1, predict the reactants needed to synthesize it. The reactants are: [NH:1]1[CH2:6][CH2:5][CH:4]([O:7][C@@H:8]2[CH2:13][CH2:12][C@H:11]([C:14]([O:16][CH2:17][CH3:18])=[O:15])[CH2:10][CH2:9]2)[CH2:3][CH2:2]1.F[C:20]1[N:25]=[CH:24][C:23]([C:26]2[NH:30][C:29]3[CH:31]=[CH:32][C:33]([C:35]([F:38])([F:37])[F:36])=[CH:34][C:28]=3[N:27]=2)=[CH:22][CH:21]=1.C(=O)(O)[O-].[Na+].O. (3) Given the product [CH3:9][C:10]1[CH:15]=[CH:14][CH:13]=[CH:12][C:11]=1[C:23]1[CH:22]=[CH:21][CH:20]=[C:28]2[C:24]=1[CH:25]=[CH:26][CH2:27]2, predict the reactants needed to synthesize it. The reactants are: P([O-])([O-])([O-])=O.[K+].[K+].[K+].[CH3:9][C:10]1[CH:15]=[CH:14][CH:13]=[CH:12][C:11]=1B(O)O.Br[C:20]1[CH:21]=[CH:22][CH:23]=[C:24]2[C:28]=1[CH2:27][CH:26]=[CH:25]2. (4) Given the product [NH2:8][C@@H:9]([C:46]([CH3:49])([CH3:48])[CH3:47])[C:10]([N:12]1[C@H:21]([C:22]([N:24]([CH2:35][C:36]2[CH:37]=[CH:38][C:39]([C:40]([O:42][CH3:43])=[O:41])=[CH:44][CH:45]=2)[C@H:25]([C:29]2[CH:30]=[CH:31][CH:32]=[CH:33][CH:34]=2)[CH2:26][O:27][CH3:28])=[O:23])[CH2:20][C:19]2[C:14](=[CH:15][CH:16]=[CH:17][CH:18]=2)[CH2:13]1)=[O:11], predict the reactants needed to synthesize it. The reactants are: C(OC([NH:8][C@@H:9]([C:46]([CH3:49])([CH3:48])[CH3:47])[C:10]([N:12]1[C@H:21]([C:22]([N:24]([CH2:35][C:36]2[CH:45]=[CH:44][C:39]([C:40]([O:42][CH3:43])=[O:41])=[CH:38][CH:37]=2)[C@H:25]([C:29]2[CH:34]=[CH:33][CH:32]=[CH:31][CH:30]=2)[CH2:26][O:27][CH3:28])=[O:23])[CH2:20][C:19]2[C:14](=[CH:15][CH:16]=[CH:17][CH:18]=2)[CH2:13]1)=[O:11])=O)(C)(C)C.C(O)(C(F)(F)F)=O. (5) Given the product [CH3:28][O:27][C:25](=[O:26])/[C:24](/[C:22]([O:21][CH2:14][C:15]1[CH:16]=[CH:17][CH:18]=[CH:19][CH:20]=1)=[O:23])=[CH:29]/[C:2]1[CH:7]=[C:6]([N+:8]([O-:10])=[O:9])[C:5]([NH2:11])=[C:4]([CH3:12])[CH:3]=1, predict the reactants needed to synthesize it. The reactants are: I[C:2]1[CH:7]=[C:6]([N+:8]([O-:10])=[O:9])[C:5]([NH2:11])=[C:4]([CH3:12])[CH:3]=1.Cl.[CH2:14]([O:21][C:22]([C:24](=[CH2:29])[C:25]([O:27][CH3:28])=[O:26])=[O:23])[C:15]1[CH:20]=[CH:19][CH:18]=[CH:17][CH:16]=1.C(N(CC)CC)C. (6) Given the product [CH2:1]([C@:3]1([OH:9])[CH2:7][CH2:6][N:5]([C:17]2[CH:16]=[CH:15][C:12]([C:13]#[N:14])=[C:11]([F:10])[C:18]=2[CH3:19])[C@H:4]1[CH3:8])[CH3:2], predict the reactants needed to synthesize it. The reactants are: [CH2:1]([C@:3]1([OH:9])[CH2:7][CH2:6][NH:5][C@H:4]1[CH3:8])[CH3:2].[F:10][C:11]1[C:18]([CH3:19])=[C:17](F)[CH:16]=[CH:15][C:12]=1[C:13]#[N:14].C(=O)([O-])[O-].[Li+].[Li+]. (7) The reactants are: [Cl:1][C:2]1[CH:3]=[C:4]([C@@:8]([C@@H:17]2[CH2:22][CH2:21][CH2:20][NH:19][CH2:18]2)([O:10][CH2:11][C:12]([O:14][CH2:15][CH3:16])=[O:13])[CH3:9])[CH:5]=[CH:6][CH:7]=1.[CH:23]1([CH2:29][C@H:30]([NH:43][C:44](=O)[O:45]C2C=CC([N+]([O-])=O)=CC=2)[CH2:31][N:32]([CH3:42])[C:33]([O:35][CH2:36][CH2:37][Si:38]([CH3:41])([CH3:40])[CH3:39])=[O:34])[CH2:28][CH2:27][CH2:26][CH2:25][CH2:24]1.CCN(C(C)C)C(C)C. Given the product [Cl:1][C:2]1[CH:3]=[C:4]([C@@:8]([C@@H:17]2[CH2:22][CH2:21][CH2:20][N:19]([C:44](=[O:45])[NH:43][C@H:30]([CH2:31][N:32]([CH3:42])[C:33]([O:35][CH2:36][CH2:37][Si:38]([CH3:41])([CH3:40])[CH3:39])=[O:34])[CH2:29][CH:23]3[CH2:28][CH2:27][CH2:26][CH2:25][CH2:24]3)[CH2:18]2)([O:10][CH2:11][C:12]([O:14][CH2:15][CH3:16])=[O:13])[CH3:9])[CH:5]=[CH:6][CH:7]=1, predict the reactants needed to synthesize it. (8) Given the product [NH2:20][C:10]1[C:9]([C:5]2[CH:4]=[C:3]([OH:2])[CH:8]=[CH:7][CH:6]=2)=[C:13]([C:14]2[CH:19]=[CH:18][N:17]=[CH:16][CH:15]=2)[NH:12][N:11]=1, predict the reactants needed to synthesize it. The reactants are: C[O:2][C:3]1[CH:4]=[C:5]([C:9]2[C:10]([NH2:20])=[N:11][NH:12][C:13]=2[C:14]2[CH:19]=[CH:18][N:17]=[CH:16][CH:15]=2)[CH:6]=[CH:7][CH:8]=1.Cl.N1C=CC=CC=1. (9) The reactants are: [C-:1]#[N:2].[Na+].Br[CH2:5][C:6]1[CH:11]=[C:10]([N+:12]([O-:14])=[O:13])[CH:9]=[CH:8][C:7]=1[F:15]. Given the product [F:15][C:7]1[CH:8]=[CH:9][C:10]([N+:12]([O-:14])=[O:13])=[CH:11][C:6]=1[CH2:5][C:1]#[N:2], predict the reactants needed to synthesize it.